Dataset: TCR-epitope binding with 47,182 pairs between 192 epitopes and 23,139 TCRs. Task: Binary Classification. Given a T-cell receptor sequence (or CDR3 region) and an epitope sequence, predict whether binding occurs between them. (1) The epitope is SEPVLKGVKL. The TCR CDR3 sequence is CASSPRTGDQPQHF. Result: 0 (the TCR does not bind to the epitope). (2) The epitope is IVTDFSVIK. The TCR CDR3 sequence is CASSGGTSGYNEQFF. Result: 1 (the TCR binds to the epitope). (3) The epitope is TPQDLNTML. The TCR CDR3 sequence is CASRNNYGTEAFF. Result: 1 (the TCR binds to the epitope). (4) Result: 0 (the TCR does not bind to the epitope). The epitope is HPKVSSEVHI. The TCR CDR3 sequence is CASSLAGDWEGYSPLHF. (5) The epitope is FLYNLLTRV. The TCR CDR3 sequence is CASSYSRTDLKNIQYF. Result: 0 (the TCR does not bind to the epitope).